From a dataset of Reaction yield outcomes from USPTO patents with 853,638 reactions. Predict the reaction yield, written as a fraction of the theoretical maximum amount of product (1.0 means a 100% yield; for example, 0.34 means a 34% yield). (1) The reactants are Cl[C:2]1[C:11]2[C:6](=[CH:7][C:8]([O:14][CH2:15][CH2:16][CH2:17][N:18]3[CH2:23][CH2:22][O:21][CH2:20][CH2:19]3)=[C:9]([O:12][CH3:13])[CH:10]=2)[N:5]=[CH:4][N:3]=1.[NH2:24][C:25]1[C:30]2[O:31][CH2:32][O:33][C:29]=2[C:28]([C:34]#[C:35][CH2:36][NH:37][C:38]([N:40]2[CH2:45][CH2:44][O:43][CH2:42][CH2:41]2)=[O:39])=[CH:27][C:26]=1[Cl:46].C[Si]([N-][Si](C)(C)C)(C)C.[Na+]. The catalyst is CN(C=O)C. The product is [Cl:46][C:26]1[CH:27]=[C:28]([C:34]#[C:35][CH2:36][NH:37][C:38]([N:40]2[CH2:41][CH2:42][O:43][CH2:44][CH2:45]2)=[O:39])[C:29]2[O:33][CH2:32][O:31][C:30]=2[C:25]=1[NH:24][C:2]1[C:11]2[C:6](=[CH:7][C:8]([O:14][CH2:15][CH2:16][CH2:17][N:18]3[CH2:23][CH2:22][O:21][CH2:20][CH2:19]3)=[C:9]([O:12][CH3:13])[CH:10]=2)[N:5]=[CH:4][N:3]=1. The yield is 0.720. (2) The reactants are [Br:1][C:2]1[CH:3]=[CH:4][C:5]2[S:9](=[O:11])(=[O:10])[NH:8][CH:7]([CH3:12])[C:6]=2[CH:13]=1.Cl[CH2:15][CH2:16][S:17][CH3:18].C([O-])([O-])=O.[K+].[K+].N#N. The catalyst is CN(C=O)C.C(OCC)(=O)C. The product is [Br:1][C:2]1[CH:3]=[CH:4][C:5]2[S:9](=[O:10])(=[O:11])[N:8]([CH2:15][CH2:16][S:17][CH3:18])[CH:7]([CH3:12])[C:6]=2[CH:13]=1. The yield is 1.00. (3) The reactants are [CH3:1][C:2]([C:8]1[NH:9][C:10]2[C:15]([CH:16]=1)=[CH:14][C:13]([N+:17]([O-])=O)=[CH:12][CH:11]=2)([CH3:7])[C:3]([O:5][CH3:6])=[O:4]. The catalyst is [Ni].CO. The product is [NH2:17][C:13]1[CH:14]=[C:15]2[C:10](=[CH:11][CH:12]=1)[NH:9][C:8]([C:2]([CH3:7])([CH3:1])[C:3]([O:5][CH3:6])=[O:4])=[CH:16]2. The yield is 0.380. (4) The reactants are [Cl:1][C:2]1[CH:7]=[CH:6][C:5]([CH2:8][OH:9])=[CH:4][C:3]=1[O:10][CH3:11]. The catalyst is C1C=CC=CC=1.O=[Mn]=O. The product is [Cl:1][C:2]1[CH:7]=[CH:6][C:5]([CH:8]=[O:9])=[CH:4][C:3]=1[O:10][CH3:11]. The yield is 0.890. (5) The reactants are [C:1]([C:3]1[C:4]([S:13][CH3:14])=[N:5][C:6]([OH:12])=[C:7]([CH:11]=1)C(O)=O)#[N:2].C1CCCCC1. The catalyst is C1(OC2C=CC=CC=2)C=CC=CC=1. The product is [OH:12][C:6]1[CH:7]=[CH:11][C:3]([C:1]#[N:2])=[C:4]([S:13][CH3:14])[N:5]=1. The yield is 0.600. (6) The reactants are [Cl:1][C:2]1[N:3]=[C:4]([N:11]2[CH2:16][CH2:15][O:14][CH2:13][CH2:12]2)[C:5]2[S:10][CH:9]=[CH:8][C:6]=2[N:7]=1.C([Li])CCC.CCCCCC.CN([CH:31]=[O:32])C. The catalyst is C1COCC1. The product is [Cl:1][C:2]1[N:3]=[C:4]([N:11]2[CH2:16][CH2:15][O:14][CH2:13][CH2:12]2)[C:5]2[S:10][C:9]([CH:31]=[O:32])=[CH:8][C:6]=2[N:7]=1. The yield is 0.770. (7) The product is [CH:30]([C:29]1[CH:28]=[CH:27][CH:26]=[C:25]([CH:33]([CH3:35])[CH3:34])[C:24]=1[N:6]1[C:5](=[O:36])[C:4]2[CH:3]=[C:2]([Br:1])[C:14]3[O:15][C:16]4[C:21]([C:11]5[C:12]=3[C:13]=2[C:8](=[CH:9][C:10]=5[O:43][C:37]2[CH:42]=[CH:41][CH:40]=[CH:39][CH:38]=2)[C:7]1=[O:23])=[CH:20][CH:19]=[CH:18][CH:17]=4)([CH3:32])[CH3:31]. The reactants are [Br:1][C:2]1[C:14]2[O:15][C:16]3[C:21]([C:11]4[C:12]=2[C:13]2[C:8](=[CH:9][C:10]=4Br)[C:7](=[O:23])[N:6]([C:24]4[C:29]([CH:30]([CH3:32])[CH3:31])=[CH:28][CH:27]=[CH:26][C:25]=4[CH:33]([CH3:35])[CH3:34])[C:5](=[O:36])[C:4]=2[CH:3]=1)=[CH:20][CH:19]=[CH:18][CH:17]=3.[C:37]1([OH:43])[CH:42]=[CH:41][CH:40]=[CH:39][CH:38]=1.C([O-])([O-])=O.[K+].[K+].Cl. The catalyst is CN1C(=O)CCC1.O.C(O)(=O)C. The yield is 0.760. (8) The reactants are CO[C:3](=[O:24])[C:4]1[CH:9]=[CH:8][C:7]([O:10][CH2:11][C:12]2[C:13]([C:17]3[CH:22]=[CH:21][C:20]([F:23])=[CH:19][CH:18]=3)=[N:14][O:15][CH:16]=2)=[N:6][CH:5]=1.[NH2:25][CH:26]1[CH2:31][CH2:30][O:29][CH2:28][CH2:27]1. No catalyst specified. The product is [F:23][C:20]1[CH:19]=[CH:18][C:17]([C:13]2[C:12]([CH2:11][O:10][C:7]3[CH:8]=[CH:9][C:4]([C:3]([NH:25][CH:26]4[CH2:31][CH2:30][O:29][CH2:28][CH2:27]4)=[O:24])=[CH:5][N:6]=3)=[CH:16][O:15][N:14]=2)=[CH:22][CH:21]=1. The yield is 0.880.